This data is from Catalyst prediction with 721,799 reactions and 888 catalyst types from USPTO. The task is: Predict which catalyst facilitates the given reaction. (1) Reactant: Cl.Cl[C:3]1[C:12]2[C:7](=[CH:8][C:9]([O:21][CH3:22])=[CH:10][C:11]=2[O:13][CH:14]2[CH2:19][CH2:18][N:17]([CH3:20])[CH2:16][CH2:15]2)[N:6]=[CH:5][N:4]=1.[Br:23][C:24]1[CH:25]=[C:26]([CH:28]=[CH:29][CH:30]=1)[NH2:27]. Product: [Br:23][C:24]1[CH:25]=[C:26]([CH:28]=[CH:29][CH:30]=1)[NH:27][C:3]1[C:12]2[C:7](=[CH:8][C:9]([O:21][CH3:22])=[CH:10][C:11]=2[O:13][CH:14]2[CH2:19][CH2:18][N:17]([CH3:20])[CH2:16][CH2:15]2)[N:6]=[CH:5][N:4]=1. The catalyst class is: 12. (2) Reactant: Cl.[F:2][C:3]1[CH:28]=[CH:27][C:6]([CH2:7][N:8]2[C:16]3[C:11](=[CH:12][C:13]([C:17]([NH:19][CH:20]4[CH2:24][CH2:23][NH:22][CH2:21]4)=[O:18])=[CH:14][CH:15]=3)[C:10]([CH3:25])=[C:9]2[CH3:26])=[CH:5][CH:4]=1.C=O.[C:31](O[BH-](OC(=O)C)OC(=O)C)(=O)C.[Na+].[OH-].[Na+]. Product: [F:2][C:3]1[CH:4]=[CH:5][C:6]([CH2:7][N:8]2[C:16]3[C:11](=[CH:12][C:13]([C:17]([NH:19][CH:20]4[CH2:24][CH2:23][N:22]([CH3:31])[CH2:21]4)=[O:18])=[CH:14][CH:15]=3)[C:10]([CH3:25])=[C:9]2[CH3:26])=[CH:27][CH:28]=1. The catalyst class is: 236. (3) Reactant: [CH2:1]([N:3]1[CH:7]([C:8]([OH:10])=O)[CH2:6][N:5]([CH3:11])[C:4]1=[O:12])[CH3:2].O.ON1C2C=CC=CC=2N=N1.Cl.C(N=C=NCCCN(C)C)C.C(N1CCOCC1)C.[Cl:44][C:45]1[CH:50]=[C:49]([Cl:51])[CH:48]=[CH:47][C:46]=1[CH2:52][NH2:53]. Product: [Cl:44][C:45]1[CH:50]=[C:49]([Cl:51])[CH:48]=[CH:47][C:46]=1[CH2:52][NH:53][C:8]([CH:7]1[CH2:6][N:5]([CH3:11])[C:4](=[O:12])[N:3]1[CH2:1][CH3:2])=[O:10]. The catalyst class is: 4.